Dataset: Full USPTO retrosynthesis dataset with 1.9M reactions from patents (1976-2016). Task: Predict the reactants needed to synthesize the given product. (1) Given the product [Br:1][C:2]1[CH:3]=[C:4]([CH:5]=[CH:6][C:7]=1[CH3:8])[C:9]([NH:10][NH2:11])=[O:13], predict the reactants needed to synthesize it. The reactants are: [Br:1][C:2]1[CH:3]=[C:4]([C:9]2[O:13]C(=O)[N:11](C)[N:10]=2)[CH:5]=[CH:6][C:7]=1[CH3:8].BrC1C=C(C2OC(=O)NN=2)C=CC=1C.CI.C(=O)([O-])[O-].[K+].[K+]. (2) Given the product [C:29]1([S:26]([C:22]2[CH:21]=[C:20]3[C:25](=[CH:24][CH:23]=2)[C:16]([CH2:15][NH:14][C:13](=[O:35])[CH2:12][NH:10][CH3:9])=[CH:17][CH:18]=[CH:19]3)(=[O:28])=[O:27])[CH:30]=[CH:31][CH:32]=[CH:33][CH:34]=1, predict the reactants needed to synthesize it. The reactants are: C(O[C:9](=O)[N:10]([CH2:12][C:13](=[O:35])[NH:14][CH2:15][C:16]1[C:25]2[C:20](=[CH:21][C:22]([S:26]([C:29]3[CH:34]=[CH:33][CH:32]=[CH:31][CH:30]=3)(=[O:28])=[O:27])=[CH:23][CH:24]=2)[CH:19]=[CH:18][CH:17]=1)C)C1C=CC=CC=1. (3) Given the product [F:15][C:10]1[CH:11]=[CH:12][CH:13]=[CH:14][C:9]=1[C:4]1[N:3]([S:16]([C:19]2[CH:20]=[N:21][CH:22]=[CH:23][CH:24]=2)(=[O:18])=[O:17])[C:2]([C:26]#[N:27])=[C:6]([CH:7]=[O:8])[CH:5]=1, predict the reactants needed to synthesize it. The reactants are: Br[C:2]1[N:3]([S:16]([C:19]2[CH:20]=[N:21][CH:22]=[CH:23][CH:24]=2)(=[O:18])=[O:17])[C:4]([C:9]2[CH:14]=[CH:13][CH:12]=[CH:11][C:10]=2[F:15])=[CH:5][C:6]=1[CH:7]=[O:8].[Cu][C:26]#[N:27]. (4) Given the product [F:19][C:16]([F:17])([F:18])[C:13]1[N:14]=[CH:15][C:10]2[CH2:9][NH:8][CH2:21][CH2:20][C:11]=2[N:12]=1, predict the reactants needed to synthesize it. The reactants are: C(OC([N:8]1[CH2:21][CH2:20][C:11]2[N:12]=[C:13]([C:16]([F:19])([F:18])[F:17])[N:14]=[CH:15][C:10]=2[CH2:9]1)=O)(C)(C)C.FC(F)(F)C(O)=O. (5) Given the product [NH2:15][CH2:14][CH2:13][CH2:12][N:10]1[C:11]2[C:2]([C:33]#[CH:34])=[CH:3][C:4]([Cl:31])=[CH:5][C:6]=2[C:7]2=[N:29][NH:28][C:27]([CH3:30])=[C:8]2[C:9]1=[O:26], predict the reactants needed to synthesize it. The reactants are: Br[C:2]1[C:11]2[N:10]([CH2:12][CH2:13][CH2:14][N:15]3C(=O)C4C(=CC=CC=4)C3=O)[C:9](=[O:26])[C:8]3=[C:27]([CH3:30])[NH:28][N:29]=[C:7]3[C:6]=2[CH:5]=[C:4]([Cl:31])[CH:3]=1.N[CH2:33][CH2:34]CN1C2C([N+]([O-])=O)=CC(Cl)=CC=2C2=NNC(C)=C2C1=O. (6) Given the product [CH2:20]([C:16]1[CH:15]=[CH:14][CH:13]=[C:12]2[C:17]=1[CH:18]=[CH:19][C:10]1[N:11]2[CH:23]=[N:1][C:4]=1[C:5]([O:7][CH2:8][CH3:9])=[O:6])[CH:21]=[CH2:22], predict the reactants needed to synthesize it. The reactants are: [N+:1]([CH:4]([C:10]1[CH:19]=[CH:18][C:17]2[C:12](=[CH:13][CH:14]=[CH:15][C:16]=2[CH2:20][CH:21]=[CH2:22])[N:11]=1)[C:5]([O:7][CH2:8][CH3:9])=[O:6])([O-])=O.[C:23](O)(=O)C.